The task is: Predict the reactants needed to synthesize the given product.. This data is from Full USPTO retrosynthesis dataset with 1.9M reactions from patents (1976-2016). Given the product [OH:39][C:38]1[CH:46]=[CH:47][C:35]([N:34]([C:30](=[O:31])[CH:29]=[C:28]([CH3:33])[CH3:27])[CH2:17][C:18]2[CH:26]=[CH:25][C:21]([C:22]([NH:13][CH2:12][C:11]3[CH:10]=[CH:9][C:8]([O:1][C:2]4[CH:3]=[CH:4][CH:5]=[CH:6][CH:7]=4)=[CH:15][CH:14]=3)=[O:23])=[CH:20][CH:19]=2)=[CH:36][C:37]=1[C:42]([OH:43])=[O:41], predict the reactants needed to synthesize it. The reactants are: [O:1]([C:8]1[CH:15]=[CH:14][C:11]([CH2:12][NH2:13])=[CH:10][CH:9]=1)[C:2]1[CH:7]=[CH:6][CH:5]=[CH:4][CH:3]=1.Cl[CH2:17][C:18]1[CH:26]=[CH:25][C:21]([C:22](Cl)=[O:23])=[CH:20][CH:19]=1.[CH3:27][C:28]([CH3:33])=[CH:29][C:30](Cl)=[O:31].[NH2:34][C:35]1[CH:47]=[CH:46][C:38]2[O:39]C(C)(C)[O:41][C:42](=[O:43])[C:37]=2[CH:36]=1.